This data is from Catalyst prediction with 721,799 reactions and 888 catalyst types from USPTO. The task is: Predict which catalyst facilitates the given reaction. (1) Reactant: [Cl:1][C:2]1[CH:9]=[C:8](B2OC(C)(C)C(C)(C)O2)[CH:7]=[CH:6][C:3]=1[C:4]#[N:5].Br[C:20]1[CH:21]=[N:22][CH:23]=[C:24]([F:37])[C:25]=1[CH:26]([OH:36])[CH2:27][O:28][Si](C(C)(C)C)(C)C.C(=O)([O-])[O-].[Na+].[Na+].C(Cl)Cl.Cl.O1CCOCC1. Product: [Cl:1][C:2]1[CH:9]=[C:8]([C:20]2[CH:21]=[N:22][CH:23]=[C:24]([F:37])[C:25]=2[CH:26]([OH:36])[CH2:27][OH:28])[CH:7]=[CH:6][C:3]=1[C:4]#[N:5]. The catalyst class is: 399. (2) Reactant: [CH2:1]([O:3][C:4](=[O:35])[C@H:5]([CH3:34])[CH2:6][C@H:7]([NH:21][C:22](=[O:33])[C:23]1[CH:28]=[C:27]([F:29])[C:26]([O:30]C)=[C:25]([F:32])[CH:24]=1)[CH2:8][C:9]1[CH:14]=[CH:13][C:12]([C:15]2[CH:20]=[CH:19][CH:18]=[CH:17][CH:16]=2)=[CH:11][CH:10]=1)[CH3:2].B(Br)(Br)Br. The catalyst class is: 2. Product: [CH2:1]([O:3][C:4](=[O:35])[C@H:5]([CH3:34])[CH2:6][C@H:7]([NH:21][C:22](=[O:33])[C:23]1[CH:24]=[C:25]([F:32])[C:26]([OH:30])=[C:27]([F:29])[CH:28]=1)[CH2:8][C:9]1[CH:10]=[CH:11][C:12]([C:15]2[CH:20]=[CH:19][CH:18]=[CH:17][CH:16]=2)=[CH:13][CH:14]=1)[CH3:2]. (3) Reactant: [CH3:1][O:2][CH2:3][C:4](=[O:10])[CH2:5][C:6]([O:8][CH3:9])=[O:7].[H-].[Na+].[CH3:13]I. Product: [CH3:9][O:8][C:6](=[O:7])[CH:5]([CH3:13])[C:4](=[O:10])[CH2:3][O:2][CH3:1]. The catalyst class is: 7. (4) Reactant: [Br:1][C:2]1[CH:3]=[N:4][N:5]([CH:18]([CH3:20])[CH3:19])[C:6]=1[C:7]1[CH:12]=[C:11]([N+:13]([O-])=O)[CH:10]=[CH:9][C:8]=1[O:16][CH3:17].O.O.Cl[Sn]Cl. Product: [Br:1][C:2]1[CH:3]=[N:4][N:5]([CH:18]([CH3:20])[CH3:19])[C:6]=1[C:7]1[CH:12]=[C:11]([NH2:13])[CH:10]=[CH:9][C:8]=1[O:16][CH3:17]. The catalyst class is: 8. (5) Reactant: Cl[C:2]1[N:7]=[C:6]([CH:8]([F:10])[F:9])[CH:5]=[CH:4][N:3]=1.[Br:11][C:12]1[CH:13]=[C:14]([CH:16]=[C:17]([CH3:19])[CH:18]=1)[NH2:15]. Product: [Br:11][C:12]1[CH:13]=[C:14]([NH:15][C:2]2[N:7]=[C:6]([CH:8]([F:10])[F:9])[CH:5]=[CH:4][N:3]=2)[CH:16]=[C:17]([CH3:19])[CH:18]=1. The catalyst class is: 258. (6) Reactant: [CH3:1][O:2][C:3]1[CH:12]=[CH:11][CH:10]=[C:9]2[C:4]=1[C:5](=[O:15])[N:6]([CH3:14])[C:7](=[O:13])[NH:8]2.[H-].[Na+].Br[CH2:19][CH:20]([CH2:23][CH3:24])[CH2:21][CH3:22]. Product: [CH2:4]([CH:3]([CH2:12][CH3:11])[CH2:1][O:2][C:3]1[CH:12]=[CH:11][CH:10]=[C:9]2[C:4]=1[C:5](=[O:15])[N:6]([CH3:14])[C:7](=[O:13])[N:8]2[CH2:19][CH:20]([CH2:23][CH3:24])[CH2:21][CH3:22])[CH3:5]. The catalyst class is: 35. (7) Reactant: C(O[C:4]([C:6]1[C:7]2[S:15][CH:14]=[C:13]([CH2:16][O:17][C:18]3[CH:23]=[CH:22][C:21]([Br:24])=[CH:20][CH:19]=3)[C:8]=2[C:9]([NH2:12])=[N:10][CH:11]=1)=[O:5])C.[NH2:25][CH2:26][CH:27]([OH:30])[CH2:28][OH:29]. Product: [OH:30][CH:27]([CH2:28][OH:29])[CH2:26][NH:25][C:4]([C:6]1[C:7]2[S:15][CH:14]=[C:13]([CH2:16][O:17][C:18]3[CH:19]=[CH:20][C:21]([Br:24])=[CH:22][CH:23]=3)[C:8]=2[C:9]([NH2:12])=[N:10][CH:11]=1)=[O:5]. The catalyst class is: 370. (8) Reactant: [Cl:1][C:2]1[CH:31]=[CH:30][C:5]([C:6]([NH:8][C:9]2[CH:10]=[CH:11][C:12]([N:15]([CH2:23][CH2:24][N:25]3[CH:29]=[CH:28][CH:27]=[N:26]3)C(=O)OC(C)(C)C)=[N:13][CH:14]=2)=[O:7])=[C:4]([N:32]([CH3:34])[CH3:33])[CH:3]=1.FC(F)(F)C(O)=O. Product: [Cl:1][C:2]1[CH:31]=[CH:30][C:5]([C:6]([NH:8][C:9]2[CH:14]=[N:13][C:12]([NH:15][CH2:23][CH2:24][N:25]3[CH:29]=[CH:28][CH:27]=[N:26]3)=[CH:11][CH:10]=2)=[O:7])=[C:4]([N:32]([CH3:34])[CH3:33])[CH:3]=1. The catalyst class is: 4. (9) Reactant: [F:1][C:2]1[C:7]([C:8]2[CH:13]=[CH:12][CH:11]=[C:10]([CH2:14][OH:15])[CH:9]=2)=[CH:6][C:5]([CH2:16][NH:17][C:18]([C:20]2[CH:21]=[C:22]([CH:26]=[CH:27][CH:28]=2)[C:23](O)=[O:24])=[O:19])=[CH:4][CH:3]=1.[NH2:29][CH2:30][C:31]1[C:36]([CH2:37][CH3:38])=[N:35][C:34]2[N:39]([CH2:42][CH3:43])[N:40]=[CH:41][C:33]=2[C:32]=1[NH:44][CH:45]1[CH2:50][CH2:49][O:48][CH2:47][CH2:46]1.CN(C(ON1N=NC2C=CC=CC1=2)=[N+](C)C)C.F[P-](F)(F)(F)(F)F. Product: [CH2:42]([N:39]1[C:34]2=[N:35][C:36]([CH2:37][CH3:38])=[C:31]([CH2:30][NH:29][C:23]([C:22]3[CH:26]=[CH:27][CH:28]=[C:20]([C:18]([NH:17][CH2:16][C:5]4[CH:6]=[C:7]([C:8]5[CH:13]=[CH:12][CH:11]=[C:10]([CH2:14][OH:15])[CH:9]=5)[C:2]([F:1])=[CH:3][CH:4]=4)=[O:19])[CH:21]=3)=[O:24])[C:32]([NH:44][CH:45]3[CH2:46][CH2:47][O:48][CH2:49][CH2:50]3)=[C:33]2[CH:41]=[N:40]1)[CH3:43]. The catalyst class is: 2.